Dataset: Experimentally validated miRNA-target interactions with 360,000+ pairs, plus equal number of negative samples. Task: Binary Classification. Given a miRNA mature sequence and a target amino acid sequence, predict their likelihood of interaction. (1) The miRNA is mmu-miR-202-5p with sequence UUCCUAUGCAUAUACUUCUUU. The protein sequence of the target gene is MTLRLLEDWCRGMDMNPRKALLVAGIPPTCGVADIEEALQAGLAPLGEHRLLGRMFRRDENKNVALIGLTVETGSALVPKEIPAKGGVWRVIFKPPDTDSDFLCRLNEFLKGEGMTMGELTRVLGNRNDPLGLDPGIMIPEIRAPMLAQALNEALKPTLQYLRYKKLSVFSGRDPPGPGEEEFESWMFHTSQVMKTWQVSDVEKRRRLIESLRGPAFEIIRVLKINNPFITVAECLKTLETIFGIIDNPRALQVKYLTTYQKTDEKLSAYVLRLEPLLQKLVQKGAIEKEVVNQARLDQV.... Result: 1 (interaction). (2) The protein sequence of the target gene is MVPLKLQALFCLLCCLPWVHPFHWQDTSSFDFRPSVMFHKLQSVMSAAGSGHSKIPKGNGSYPVGCTDLMFGYGNESVFVRLYYPAQDQGRLDTVWIPNKEYFLGLSIFLGTPSIVGNILHLLYGSLTTPASWNSPLRTGEKYPLIVFSHGLGAFRTIYSAIGIGLASNGFIVATVEHRDRSASATYFFEDQVAAKVENRSWLYLRKVKQEESESVRKEQVQQRAIECSRALSAILDIEHGDPKENVLGSAFDMKQLKDAIDETKIALMGHSFGGATVLQALSEDQRFRCGVALDPWMYP.... The miRNA is cel-miR-1828 with sequence ACUGGAAGCAUUUAAGUGAUAGU. Result: 0 (no interaction). (3) The miRNA is hsa-miR-1289 with sequence UGGAGUCCAGGAAUCUGCAUUUU. The protein sequence of the target gene is MAAAVRPGAEPWNRVRIPQAGNCSTLTVRDPSATLDICTAAVTKGCHLVTQSLKSQTLDAEVDVLCSVLYSNHNRLGHHKPHLALRQVEQCLKRLKHMNLEGSIEDLSQLLSANATQPGATENRVVPSQPVVEVVLMKVLGGCKLLLRLLDCCCKAFLLTVKHLGLKEFIILNLVMVGLVSRLWVLHKGLLRRLISLYEPLLSLRQEISSIHPMPYFKDFAFPSDITDFLGPSYLEVFKVKTPAASATKGVTKLLNKLFLMREQLPKMNEDTLDRLSKPSEQMTSNPQSTVDLGQPVKAC.... Result: 0 (no interaction). (4) The miRNA is hsa-miR-5006-3p with sequence UUUCCCUUUCCAUCCUGGCAG. The protein sequence of the target gene is MEGQSVEELLAKAEQDEAEKLQRITVHKELELQFDLGNLLASDRNPPTGLRCAGPTPEAELQALARDNTQLLINQLWQLPTERVEEAIVARLPEPTTRLPREKPLPRPRPLTRWQQFARLKGIRPKKKTNLVWDEVSGQWRRRWGYQRARDDTKEWLIEVPGNADPLEDQFAKRIQAKKERVAKNELNRLRNLARAHKMQLPSAAGLHPTGHQSKEELGRAMQVAKVSTASVGRFQERLPKEKVPRGSGKKRKFQPLFGDFAAEKKNQLELLRVMNSKKPQLDVTRATNKQMREEDQEEA.... Result: 1 (interaction). (5) The miRNA is hsa-miR-302b-3p with sequence UAAGUGCUUCCAUGUUUUAGUAG. The protein sequence of the target gene is MAPEVLPKPRMRGLLARRLRNHMAVAFVLSLGVAALYKFRVADQRKKAYADFYRNYDVMKDFEEMRKAGIFQSVK. Result: 1 (interaction). (6) Result: 1 (interaction). The miRNA is hsa-miR-7160-5p with sequence UGCUGAGGUCCGGGCUGUGCC. The protein sequence of the target gene is MPVEEFVAGWISGALGLVLGHPFDTVKVRLQTQTTYRGIVDCMVKIYRHESLLGFFKGMSFPIASIAVVNSVLFGVYSNTLLVLTATSHQERRAQPPSYMHIFLAGCTGGFLQAYCLAPFDLIKVRLQNQTEPRAQPGSPPPRYQGPVHCAASIFREEGPRGLFRGAWALTLRDTPTVGIYFITYEGLCRQYTPEGQNPSSATVLVAGGFAGIASWVAATPLDMIKSRMQMDGLRRRVYQGMLDCMVSSIRQEGLGVFFRGVTINSARAFPVNAVTFLSYEYLLRWWG.